This data is from Reaction yield outcomes from USPTO patents with 853,638 reactions. The task is: Predict the reaction yield, written as a fraction of the theoretical maximum amount of product (1.0 means a 100% yield; for example, 0.34 means a 34% yield). (1) The reactants are [Cl:1][C:2]1[CH:3]=[C:4]2[C:9](=[CH:10][C:11]=1[O:12][C:13]1[CH:18]=[CH:17][C:16]([C:19](=[O:30])[NH:20][CH2:21][C:22]3[CH:27]=[CH:26][C:25]([Cl:28])=[C:24]([Cl:29])[CH:23]=3)=[CH:15][CH:14]=1)[O:8][CH2:7][CH2:6][CH:5]2[C:31]([O:33]CC)=[O:32].[OH-].[Na+].C1COCC1.Cl. The catalyst is C(OCC)(=O)C.C(O)C. The product is [Cl:1][C:2]1[CH:3]=[C:4]2[C:9](=[CH:10][C:11]=1[O:12][C:13]1[CH:18]=[CH:17][C:16]([C:19](=[O:30])[NH:20][CH2:21][C:22]3[CH:27]=[CH:26][C:25]([Cl:28])=[C:24]([Cl:29])[CH:23]=3)=[CH:15][CH:14]=1)[O:8][CH2:7][CH2:6][CH:5]2[C:31]([OH:33])=[O:32]. The yield is 0.756. (2) The reactants are [Br:1][CH2:2][C:3]1[C:12]2[C:7](=[CH:8][CH:9]=[CH:10][CH:11]=2)[C:6]([C:13]#N)=[CH:5][CH:4]=1.CC(C[AlH]CC(C)C)C.Cl.[OH2:25]. The catalyst is C1(C)C=CC=CC=1. The product is [Br:1][CH2:2][C:3]1[C:12]2[C:7](=[CH:8][CH:9]=[CH:10][CH:11]=2)[C:6]([CH:13]=[O:25])=[CH:5][CH:4]=1. The yield is 0.880. (3) The catalyst is C1COCC1. The reactants are [C:1]([O:5][C:6]([N:8]1[CH2:11][CH:10]([CH2:12][C:13](O)=[O:14])[CH2:9]1)=[O:7])([CH3:4])([CH3:3])[CH3:2].B. The yield is 0.970. The product is [C:1]([O:5][C:6]([N:8]1[CH2:11][CH:10]([CH2:12][CH2:13][OH:14])[CH2:9]1)=[O:7])([CH3:4])([CH3:3])[CH3:2]. (4) The reactants are [C:1]([C:3]([CH3:10])([CH3:9])[C:4]([O:6][CH2:7][CH3:8])=[O:5])#[N:2]. The catalyst is [Ni]. The product is [NH2:2][CH2:1][C:3]([CH3:10])([CH3:9])[C:4]([O:6][CH2:7][CH3:8])=[O:5]. The yield is 1.00.